This data is from NCI-60 drug combinations with 297,098 pairs across 59 cell lines. The task is: Regression. Given two drug SMILES strings and cell line genomic features, predict the synergy score measuring deviation from expected non-interaction effect. (1) Drug 1: C1=CC(=CC=C1CCC2=CNC3=C2C(=O)NC(=N3)N)C(=O)NC(CCC(=O)O)C(=O)O. Drug 2: CS(=O)(=O)CCNCC1=CC=C(O1)C2=CC3=C(C=C2)N=CN=C3NC4=CC(=C(C=C4)OCC5=CC(=CC=C5)F)Cl. Cell line: UACC62. Synergy scores: CSS=8.36, Synergy_ZIP=-4.14, Synergy_Bliss=0.875, Synergy_Loewe=-3.59, Synergy_HSA=0.131. (2) Drug 1: CCN(CC)CCNC(=O)C1=C(NC(=C1C)C=C2C3=C(C=CC(=C3)F)NC2=O)C. Drug 2: CC(C)(C#N)C1=CC=C(C=C1)N2C3=C4C=C(C=CC4=NC=C3N(C2=O)C)C5=CC6=CC=CC=C6N=C5. Cell line: NCIH23. Synergy scores: CSS=75.0, Synergy_ZIP=6.99, Synergy_Bliss=6.88, Synergy_Loewe=7.41, Synergy_HSA=14.3. (3) Drug 1: CC1=C(C=C(C=C1)NC2=NC=CC(=N2)N(C)C3=CC4=NN(C(=C4C=C3)C)C)S(=O)(=O)N.Cl. Drug 2: CN(CC1=CN=C2C(=N1)C(=NC(=N2)N)N)C3=CC=C(C=C3)C(=O)NC(CCC(=O)O)C(=O)O. Cell line: HCT116. Synergy scores: CSS=40.4, Synergy_ZIP=2.97, Synergy_Bliss=-0.377, Synergy_Loewe=-14.3, Synergy_HSA=-0.807. (4) Drug 1: C1=CN(C(=O)N=C1N)C2C(C(C(O2)CO)O)O.Cl. Drug 2: C1C(C(OC1N2C=NC(=NC2=O)N)CO)O. Cell line: OVCAR3. Synergy scores: CSS=36.2, Synergy_ZIP=19.2, Synergy_Bliss=23.5, Synergy_Loewe=15.7, Synergy_HSA=16.3. (5) Drug 1: C1CCN(CC1)CCOC2=CC=C(C=C2)C(=O)C3=C(SC4=C3C=CC(=C4)O)C5=CC=C(C=C5)O. Drug 2: C1CC(=O)NC(=O)C1N2C(=O)C3=CC=CC=C3C2=O. Cell line: SK-MEL-5. Synergy scores: CSS=-2.12, Synergy_ZIP=6.43, Synergy_Bliss=6.04, Synergy_Loewe=-0.0594, Synergy_HSA=-1.24. (6) Drug 2: C#CCC(CC1=CN=C2C(=N1)C(=NC(=N2)N)N)C3=CC=C(C=C3)C(=O)NC(CCC(=O)O)C(=O)O. Cell line: EKVX. Drug 1: C1=CC=C(C=C1)NC(=O)CCCCCCC(=O)NO. Synergy scores: CSS=1.39, Synergy_ZIP=3.01, Synergy_Bliss=1.50, Synergy_Loewe=3.80, Synergy_HSA=0.482. (7) Drug 1: C1C(C(OC1N2C=NC3=C2NC=NCC3O)CO)O. Drug 2: CC1C(C(CC(O1)OC2CC(CC3=C2C(=C4C(=C3O)C(=O)C5=CC=CC=C5C4=O)O)(C(=O)C)O)N)O. Cell line: MDA-MB-231. Synergy scores: CSS=38.1, Synergy_ZIP=-4.38, Synergy_Bliss=-1.90, Synergy_Loewe=-49.9, Synergy_HSA=-1.58.